Dataset: Catalyst prediction with 721,799 reactions and 888 catalyst types from USPTO. Task: Predict which catalyst facilitates the given reaction. (1) Reactant: [NH2:1][C:2]1[CH:7]=[CH:6][C:5]([Cl:8])=[CH:4][N:3]=1.N1C=CC=CC=1.Cl[C:16]([O:18][C:19]1[CH:24]=[CH:23][C:22]([N+:25]([O-:27])=[O:26])=[CH:21][CH:20]=1)=[O:17]. Product: [N+:25]([C:22]1[CH:21]=[CH:20][C:19]([O:18][C:16](=[O:17])[NH:1][C:2]2[CH:7]=[CH:6][C:5]([Cl:8])=[CH:4][N:3]=2)=[CH:24][CH:23]=1)([O-:27])=[O:26]. The catalyst class is: 2. (2) Product: [Br:7][C:8]1[CH:9]=[C:10]([CH:11]([OH:12])[C:1]([CH3:4])([CH3:3])[CH3:2])[CH:13]=[CH:14][CH:15]=1. Reactant: [C:1]([Mg]Cl)([CH3:4])([CH3:3])[CH3:2].[Br:7][C:8]1[CH:9]=[C:10]([CH:13]=[CH:14][CH:15]=1)[CH:11]=[O:12].[Cl-].[NH4+]. The catalyst class is: 7. (3) Reactant: ClC(Cl)(Cl)C[O:4][C:5](=O)[NH:6][C:7]1[C:8]([CH3:27])=[C:9]([CH3:26])[C:10]2[O:14][CH2:13][CH:12]([C:15]3[CH:20]=[CH:19][C:18]([CH:21]([CH3:23])[CH3:22])=[CH:17][CH:16]=3)[C:11]=2[C:24]=1[CH3:25].[CH2:31]([NH2:34])[CH2:32][CH3:33]. Product: [CH:21]([C:18]1[CH:17]=[CH:16][C:15]([CH:12]2[C:11]3[C:24]([CH3:25])=[C:7]([NH:6][C:5]([NH:34][CH2:31][CH2:32][CH3:33])=[O:4])[C:8]([CH3:27])=[C:9]([CH3:26])[C:10]=3[O:14][CH2:13]2)=[CH:20][CH:19]=1)([CH3:23])[CH3:22]. The catalyst class is: 195. (4) Reactant: [Br:1][C:2]1[C:3]([CH3:14])=[N:4][NH:5][C:6]=1[C:7]1[CH:12]=[CH:11][C:10]([F:13])=[CH:9][CH:8]=1.O1CCCCC1[O:21][CH:22]1[CH2:27][CH2:26][CH:25]([CH2:28]O)[CH2:24][CH2:23]1.C1(P(C2C=CC=CC=2)C2C=CC=CC=2)C=CC=CC=1.N(C(OC(C)C)=O)=NC(OC(C)C)=O.O.C1(C)C=CC(S(O)(=O)=O)=CC=1. Product: [Br:1][C:2]1[C:3]([CH3:14])=[N:4][N:5]([CH2:28][CH:25]2[CH2:26][CH2:27][CH:22]([OH:21])[CH2:23][CH2:24]2)[C:6]=1[C:7]1[CH:12]=[CH:11][C:10]([F:13])=[CH:9][CH:8]=1. The catalyst class is: 111. (5) Reactant: [Br:1][C:2]1[CH:3]=[C:4]([CH:32]=[CH:33][CH:34]=1)[O:5][C:6]1[CH:11]=[CH:10][C:9]([C:12]2[N:16]([CH:17]3[CH2:22][CH2:21][CH2:20][CH2:19][CH2:18]3)[C:15]3[CH:23]=[CH:24][C:25]([C:27]([O:29]CC)=[O:28])=[CH:26][C:14]=3[N:13]=2)=[CH:8][CH:7]=1.[OH-].[Na+]. Product: [Br:1][C:2]1[CH:3]=[C:4]([CH:32]=[CH:33][CH:34]=1)[O:5][C:6]1[CH:11]=[CH:10][C:9]([C:12]2[N:16]([CH:17]3[CH2:22][CH2:21][CH2:20][CH2:19][CH2:18]3)[C:15]3[CH:23]=[CH:24][C:25]([C:27]([OH:29])=[O:28])=[CH:26][C:14]=3[N:13]=2)=[CH:8][CH:7]=1. The catalyst class is: 214.